This data is from Reaction yield outcomes from USPTO patents with 853,638 reactions. The task is: Predict the reaction yield, written as a fraction of the theoretical maximum amount of product (1.0 means a 100% yield; for example, 0.34 means a 34% yield). (1) The reactants are [CH3:1][O:2][C:3]([CH:5]([CH2:10][C:11]1[C:19]2[C:14](=[CH:15][CH:16]=[C:17]([C:20]#[N:21])[CH:18]=2)[NH:13][CH:12]=1)C(OC)=O)=[O:4].[I-].[Na+]. The catalyst is N1C=CC=CC=1.C(Cl)(Cl)Cl. The product is [C:20]([C:17]1[CH:18]=[C:19]2[C:14](=[CH:15][CH:16]=1)[NH:13][CH:12]=[C:11]2[CH2:10][CH2:5][C:3]([O:2][CH3:1])=[O:4])#[N:21]. The yield is 0.810. (2) The yield is 0.800. The product is [CH2:26]([O:25][CH2:24][C@H:23]([CH:33]([CH3:35])[CH3:34])[CH2:22][C@H:8]1[C:7]([O:10][CH2:11][CH3:12])=[N:6][C@H:5]([CH:13]([CH3:15])[CH3:14])[C:4]([O:3][CH2:1][CH3:2])=[N:9]1)[C:27]1[CH:32]=[CH:31][CH:30]=[CH:29][CH:28]=1. The catalyst is C1COCC1. The reactants are [CH2:1]([O:3][C:4]1[C@@H:5]([CH:13]([CH3:15])[CH3:14])[N:6]=[C:7]([O:10][CH2:11][CH3:12])[CH2:8][N:9]=1)[CH3:2].[Li]CCCC.Br[CH2:22][C@@H:23]([CH:33]([CH3:35])[CH3:34])[CH2:24][O:25][CH2:26][C:27]1[CH:32]=[CH:31][CH:30]=[CH:29][CH:28]=1. (3) The reactants are [F:1][C:2]1[CH:3]=[C:4]([N:12]2[CH2:16][CH:15]([CH2:17][NH:18][C:19](=[O:21])[CH3:20])[O:14][C:13]2=[O:22])[CH:5]=[CH:6][C:7]=1[C:8]([NH:10][NH2:11])=[S:9].[Cl:23][CH2:24][C:25](Cl)=O. The catalyst is C1COCC1. The product is [Cl:23][CH2:24][C:25]1[S:9][C:8]([C:7]2[CH:6]=[CH:5][C:4]([N:12]3[CH2:16][C@H:15]([CH2:17][NH:18][C:19](=[O:21])[CH3:20])[O:14][C:13]3=[O:22])=[CH:3][C:2]=2[F:1])=[N:10][N:11]=1. The yield is 0.910. (4) The reactants are Cl.Cl.[CH3:3][O:4][C:5]1[CH:10]=[CH:9][C:8]([CH2:11][NH:12][NH2:13])=[CH:7][CH:6]=1.C(O[CH:17]=[C:18]([C:21]#[N:22])[C:19]#[N:20])C.CCN(C(C)C)C(C)C. The catalyst is C(O)C. The product is [NH2:22][C:21]1[N:12]([CH2:11][C:8]2[CH:9]=[CH:10][C:5]([O:4][CH3:3])=[CH:6][CH:7]=2)[N:13]=[CH:17][C:18]=1[C:19]#[N:20]. The yield is 0.590. (5) The reactants are [NH2:1][C:2]1[N:7]=[CH:6][N:5]=[C:4]2[N:8]([CH2:25][C@H:26]3[CH2:30][CH2:29][CH2:28][N:27]3[C:31](=[O:47])[C:32]([C:45]#[N:46])=[CH:33][C:34]3([NH:37]C(=O)OC(C)(C)C)[CH2:36][CH2:35]3)[N:9]=[C:10]([C:11]3[CH:16]=[CH:15][C:14]([O:17][C:18]4[CH:23]=[CH:22][CH:21]=[CH:20][CH:19]=4)=[CH:13][C:12]=3[F:24])[C:3]=12.C(O)(C(F)(F)F)=O. The catalyst is C(Cl)Cl. The product is [NH2:1][C:2]1[N:7]=[CH:6][N:5]=[C:4]2[N:8]([CH2:25][C@H:26]3[CH2:30][CH2:29][CH2:28][N:27]3[C:31]([C:32](=[CH:33][C:34]3([NH2:37])[CH2:36][CH2:35]3)[C:45]#[N:46])=[O:47])[N:9]=[C:10]([C:11]3[CH:16]=[CH:15][C:14]([O:17][C:18]4[CH:19]=[CH:20][CH:21]=[CH:22][CH:23]=4)=[CH:13][C:12]=3[F:24])[C:3]=12. The yield is 0.120. (6) The reactants are [OH:1][CH:2]([CH2:15][C:16]([O:18][CH3:19])=[O:17])[CH2:3][C:4]1[C:9]([CH3:10])=[CH:8][C:7](B(O)O)=[CH:6][C:5]=1[CH3:14].[NH2:20][C:21]1[CH:22]=[C:23]2[C:28](=[CH:29][CH:30]=1)[C:27]([N:31]([C:39]([O:41][C:42]([CH3:45])([CH3:44])[CH3:43])=[O:40])[C:32]([O:34][C:35]([CH3:38])([CH3:37])[CH3:36])=[O:33])=[N:26][CH:25]=[C:24]2[F:46].O.[C:48]([OH:52])(=O)[CH:49]=O.Cl.[CH:54]1([S:57][C:58]2[CH:64]=[CH:63][C:61]([NH2:62])=[CH:60][C:59]=2[CH2:65][NH:66][CH3:67])[CH2:56][CH2:55]1.F[P-](F)(F)(F)(F)F.N1(O[P+](N(C)C)(N(C)C)N(C)C)C2C=CC=CC=2N=N1. The catalyst is C(#N)C.CN(C=O)C.CCOC(C)=O. The product is [NH2:62][C:61]1[CH:63]=[CH:64][C:58]([S:57][CH:54]2[CH2:56][CH2:55]2)=[C:59]([CH2:65][N:66]([CH3:67])[C:48]([CH:49]([NH:20][C:21]2[CH:22]=[C:23]3[C:28](=[CH:29][CH:30]=2)[C:27]([N:31]([C:39]([O:41][C:42]([CH3:45])([CH3:44])[CH3:43])=[O:40])[C:32]([O:34][C:35]([CH3:37])([CH3:38])[CH3:36])=[O:33])=[N:26][CH:25]=[C:24]3[F:46])[C:7]2[CH:8]=[C:9]([CH3:10])[C:4]([CH2:3][CH:2]([OH:1])[CH2:15][C:16]([O:18][CH3:19])=[O:17])=[C:5]([CH3:14])[CH:6]=2)=[O:52])[CH:60]=1. The yield is 0.661. (7) The reactants are Cl[C:2]1[C:7]([CH:8]([O:13][C:14]([CH3:17])([CH3:16])[CH3:15])[C:9]([O:11][CH3:12])=[O:10])=[C:6]([CH3:18])[N:5]=[C:4]2[S:19][C:20]3[CH2:25][CH2:24][CH2:23][CH2:22][C:21]=3[C:3]=12.C(=O)([O-])[O-].[K+].[K+].CC1(C)C(C)(C)OB([C:40]2[CH:48]=[CH:47][C:43]3[N:44]=[CH:45][S:46][C:42]=3[CH:41]=2)O1.C(OCC)(=O)C. The catalyst is COCCOC.O.C1C=CC([P]([Pd]([P](C2C=CC=CC=2)(C2C=CC=CC=2)C2C=CC=CC=2)([P](C2C=CC=CC=2)(C2C=CC=CC=2)C2C=CC=CC=2)[P](C2C=CC=CC=2)(C2C=CC=CC=2)C2C=CC=CC=2)(C2C=CC=CC=2)C2C=CC=CC=2)=CC=1. The product is [CH3:18][C:6]1[N:5]=[C:4]2[S:19][C:20]3[CH2:25][CH2:24][CH2:23][CH2:22][C:21]=3[C:3]2=[C:2]([C:40]2[CH:48]=[CH:47][C:43]3[N:44]=[CH:45][S:46][C:42]=3[CH:41]=2)[C:7]=1[CH:8]([O:13][C:14]([CH3:17])([CH3:16])[CH3:15])[C:9]([O:11][CH3:12])=[O:10]. The yield is 0.180. (8) The reactants are Cl.[CH2:2]([C@@H:5]1[C@H:14]2[CH2:15][CH2:16][N:17]([C:18]([C@H:20]3[CH2:25][CH2:24][CH2:23][CH2:22][C@H:21]3[NH2:26])=[O:19])[C@H:13]2[C:12]2[CH:11]=[CH:10][CH:9]=[CH:8][C:7]=2[NH:6]1)[CH2:3][CH3:4].[CH3:27][C:28]1[NH:32][C:31]2[CH:33]=[CH:34][C:35]([C:37](O)=[O:38])=[CH:36][C:30]=2[N:29]=1.C(N(CC)CC)C.CCOC(OC(OCC)=O)=O. The catalyst is CN(C=O)C.O. The product is [CH3:27][C:28]1[NH:32][C:31]2[CH:33]=[CH:34][C:35]([C:37]([NH:26][C@@H:21]3[CH2:22][CH2:23][CH2:24][CH2:25][C@@H:20]3[C:18]([N:17]3[C@@H:13]4[C@@H:14]([C@H:5]([CH2:2][CH2:3][CH3:4])[NH:6][C:7]5[CH:8]=[CH:9][CH:10]=[CH:11][C:12]=54)[CH2:15][CH2:16]3)=[O:19])=[O:38])=[CH:36][C:30]=2[N:29]=1. The yield is 0.470. (9) The reactants are [Cl:1][C:2]1[S:6][C:5]([S:7]([NH2:10])(=[O:9])=[O:8])=[CH:4][CH:3]=1.[NH2:11][C:12]1[CH:17]=[CH:16][C:15]([N:18]2[C:22](=[O:23])[C:21]3[CH:24]=[C:25]([Cl:28])[CH:26]=[CH:27][C:20]=3[C:19]2=[O:29])=[C:14]([CH3:30])[CH:13]=1.[C:31](Cl)(=[O:35])[C:32](Cl)=[O:33]. No catalyst specified. The product is [Cl:1][C:2]1[S:6][C:5]([S:7]([NH:10][C:31](=[O:35])[C:32]([NH:11][C:12]2[CH:17]=[CH:16][C:15]([N:18]3[C:22](=[O:23])[C:21]4[CH:24]=[C:25]([Cl:28])[CH:26]=[CH:27][C:20]=4[C:19]3=[O:29])=[C:14]([CH3:30])[CH:13]=2)=[O:33])(=[O:9])=[O:8])=[CH:4][CH:3]=1. The yield is 0.440. (10) The reactants are C([O:4][CH2:5][C:6]1[N:7]([CH:16]([CH2:18][CH2:19][CH3:20])[CH3:17])[C:8]2[CH:13]=[C:12]([Br:14])[N:11]=[CH:10][C:9]=2[N:15]=1)(=O)C.[OH-].[Na+].O. The catalyst is CO. The product is [Br:14][C:12]1[N:11]=[CH:10][C:9]2[N:15]=[C:6]([CH2:5][OH:4])[N:7]([CH:16]([CH2:18][CH2:19][CH3:20])[CH3:17])[C:8]=2[CH:13]=1. The yield is 0.930.